Dataset: Human liver microsome stability data. Task: Regression/Classification. Given a drug SMILES string, predict its absorption, distribution, metabolism, or excretion properties. Task type varies by dataset: regression for continuous measurements (e.g., permeability, clearance, half-life) or binary classification for categorical outcomes (e.g., BBB penetration, CYP inhibition). Dataset: hlm. (1) The molecule is O=C(N[C@@H](Cc1c[nH]c2ccccc12)C(=O)Nc1ccncc1)c1ccc(Br)cc1F. The result is 1 (stable in human liver microsomes). (2) The compound is Nc1ccc(C(=O)NCCC(c2ccccc2)c2ccccc2)cn1. The result is 0 (unstable in human liver microsomes). (3) The drug is Cc1nc(-n2cc(Cl)c(OC3CCN(c4ncc(Cl)cn4)CC3)cc2=O)ccc1N1CC[C@@H](O)C1=O. The result is 0 (unstable in human liver microsomes). (4) The drug is CC1CN(CC2CCN(Cc3ccccc3)CC2)C(=O)N(c2cccc(C(=N)N)c2)C1. The result is 0 (unstable in human liver microsomes). (5) The drug is CCNC(=O)Nc1ccc2c(c1)sc1cc(S(=O)(=O)N[C@H](C(=O)O)C(C)C)ccc12. The result is 0 (unstable in human liver microsomes). (6) The result is 0 (unstable in human liver microsomes). The drug is Oc1c2cc(Oc3ccc(OC(F)(F)F)cc3)ccc2nc2cc(F)cc(F)c12.